Dataset: Catalyst prediction with 721,799 reactions and 888 catalyst types from USPTO. Task: Predict which catalyst facilitates the given reaction. (1) The catalyst class is: 54. Product: [CH3:13][N:9]([CH2:10][CH2:11][O:12][CH2:19][Sn:18]([CH2:14][CH2:15][CH2:16][CH3:17])([CH2:25][CH2:26][CH2:27][CH3:28])[CH2:21][CH2:22][CH2:23][CH3:24])[CH:3]1[CH2:8][CH2:7][CH2:6][CH2:5][CH2:4]1. Reactant: [H-].[Na+].[CH:3]1([N:9]([CH3:13])[CH2:10][CH2:11][OH:12])[CH2:8][CH2:7][CH2:6][CH2:5][CH2:4]1.[CH2:14]([Sn:18]([CH2:25][CH2:26][CH2:27][CH3:28])([CH2:21][CH2:22][CH2:23][CH3:24])[CH2:19]I)[CH2:15][CH2:16][CH3:17].O. (2) Reactant: [I:1][C:2]1[CH:3]=[C:4]2[C:9](=[N:10][C:11]=1[O:12][CH3:13])[N:8]([CH3:14])[CH:7]=[C:6]([C:15]([OH:17])=O)[C:5]2=[O:18].C1C=CC(OP(Cl)(OC2C=CC=CC=2)=O)=CC=1.C(N(CC)CC)C.[Cl:43][C:44]1[CH:51]=[CH:50][C:47]([CH2:48][NH2:49])=[CH:46][CH:45]=1. Product: [Cl:43][C:44]1[CH:51]=[CH:50][C:47]([CH2:48][NH:49][C:15]([C:6]2[C:5](=[O:18])[C:4]3[C:9](=[N:10][C:11]([O:12][CH3:13])=[C:2]([I:1])[CH:3]=3)[N:8]([CH3:14])[CH:7]=2)=[O:17])=[CH:46][CH:45]=1. The catalyst class is: 2.